From a dataset of Catalyst prediction with 721,799 reactions and 888 catalyst types from USPTO. Predict which catalyst facilitates the given reaction. (1) Reactant: Cl[C:2](=[O:8])[C:3]([O:5][CH2:6][CH3:7])=[O:4].[C:9]1([C:15]2[S:16][C:17]3[CH:23]=[CH:22][CH:21]=[CH:20][C:18]=3[CH:19]=2)[CH:14]=[CH:13][CH:12]=[CH:11][CH:10]=1.[Cl-].[Al+3].[Cl-].[Cl-]. Product: [O:8]=[C:2]([C:19]1[C:18]2[CH:20]=[CH:21][CH:22]=[CH:23][C:17]=2[S:16][C:15]=1[C:9]1[CH:14]=[CH:13][CH:12]=[CH:11][CH:10]=1)[C:3]([O:5][CH2:6][CH3:7])=[O:4]. The catalyst class is: 4. (2) Reactant: [CH2:1]([O:3][C:4]1[CH:5]=[C:6]([C@H:12]([N:17]2[C:25](=[O:26])[C:24]3[C:19](=[CH:20][CH:21]=[CH:22][C:23]=3[NH:27][C:28](=[O:32])[CH:29]([CH3:31])[CH3:30])[CH2:18]2)[CH2:13][CH2:14][NH:15][OH:16])[CH:7]=[CH:8][C:9]=1[O:10][CH3:11])[CH3:2].[O-:33][C:34]#[N:35].[K+]. Product: [NH2:35][C:34]([N:15]([CH2:14][CH2:13][C@@H:12]([N:17]1[C:25](=[O:26])[C:24]2[C:19](=[CH:20][CH:21]=[CH:22][C:23]=2[NH:27][C:28](=[O:32])[CH:29]([CH3:31])[CH3:30])[CH2:18]1)[C:6]1[CH:7]=[CH:8][C:9]([O:10][CH3:11])=[C:4]([O:3][CH2:1][CH3:2])[CH:5]=1)[OH:16])=[O:33]. The catalyst class is: 6. (3) Reactant: [CH:1]1([C:4]#[C:5][C:6]2[S:10][C:9]([C:11]([O:13]C)=[O:12])=[C:8]([N:15]([C:25]([C@H:27]3[CH2:32][CH2:31][C@H:30]([CH3:33])[CH2:29][CH2:28]3)=[O:26])[CH2:16][C:17]([N:19]3[CH2:24][CH2:23][O:22][CH2:21][CH2:20]3)=[O:18])[CH:7]=2)[CH2:3][CH2:2]1.O[Li].O.Cl. Product: [CH:1]1([C:4]#[C:5][C:6]2[S:10][C:9]([C:11]([OH:13])=[O:12])=[C:8]([N:15]([C:25]([C@H:27]3[CH2:32][CH2:31][C@H:30]([CH3:33])[CH2:29][CH2:28]3)=[O:26])[CH2:16][C:17]([N:19]3[CH2:24][CH2:23][O:22][CH2:21][CH2:20]3)=[O:18])[CH:7]=2)[CH2:2][CH2:3]1. The catalyst class is: 20. (4) Reactant: [C:1]([O:5][C:6]([C:8]([S:11][C:12]1[S:13][CH:14]=[C:15]([C:17]([OH:19])=O)[N:16]=1)([CH3:10])[CH3:9])=[O:7])([CH3:4])([CH3:3])[CH3:2].Cl.C(N=C=NCCCN(C)C)C.ON1C2C=CC=CC=2N=N1.Cl.[CH3:43][NH:44][O:45][CH3:46].C(=O)([O-])[O-].[K+].[K+]. Product: [C:1]([O:5][C:6](=[O:7])[C:8]([S:11][C:12]1[S:13][CH:14]=[C:15]([C:17]([N:44]([O:45][CH3:46])[CH3:43])=[O:19])[N:16]=1)([CH3:9])[CH3:10])([CH3:2])([CH3:3])[CH3:4]. The catalyst class is: 348. (5) Reactant: [F:1][C:2]1[CH:3]=[CH:4][C:5]([CH3:19])=[C:6]([C:8]2[CH:17]=[C:16]3[C:11]([CH:12]=[C:13]([NH2:18])[N:14]=[CH:15]3)=[CH:10][CH:9]=2)[CH:7]=1.[F:20][C:21]1([F:27])[CH2:23][CH:22]1[C:24](O)=[O:25].F[P-](F)(F)(F)(F)F.N1(O[P+](N2CCCC2)(N2CCCC2)N2CCCC2)C2N=CC=CC=2N=N1.CN(C)C=O.C(N(CC)C(C)C)(C)C. Product: [F:20][C:21]1([F:27])[CH2:23][CH:22]1[C:24]([NH:18][C:13]1[N:14]=[CH:15][C:16]2[C:11]([CH:12]=1)=[CH:10][CH:9]=[C:8]([C:6]1[CH:7]=[C:2]([F:1])[CH:3]=[CH:4][C:5]=1[CH3:19])[CH:17]=2)=[O:25]. The catalyst class is: 768. (6) Reactant: Cl[C:2]1[C:7]2=[N:8][CH:9]=[CH:10][N:11]=[C:6]2[CH:5]=[C:4]([Cl:12])[N:3]=1.[NH2:13][CH2:14][C@H:15]1[CH2:20][CH2:19][CH2:18][N:17]([C:21]([O:23][C:24]([CH3:27])([CH3:26])[CH3:25])=[O:22])[CH2:16]1.C(N(C(C)C)CC)(C)C. Product: [Cl:12][C:4]1[N:3]=[C:2]([NH:13][CH2:14][C@H:15]2[CH2:20][CH2:19][CH2:18][N:17]([C:21]([O:23][C:24]([CH3:27])([CH3:26])[CH3:25])=[O:22])[CH2:16]2)[C:7]2=[N:8][CH:9]=[CH:10][N:11]=[C:6]2[CH:5]=1. The catalyst class is: 60. (7) Reactant: [NH2:1][C:2]1[CH:16]=[CH:15][CH:14]=[CH:13][C:3]=1[C:4]([NH:6][CH2:7][CH2:8][CH2:9][C:10]([OH:12])=[O:11])=[O:5].C[Si](Cl)(C)C.C(N(CC)CC)C.[OH:29][C:30]1[CH:38]=[C:37]([O:39][CH3:40])[CH:36]=[CH:35][C:31]=1[C:32](Cl)=[O:33].[OH-].[Na+].Cl. Product: [OH:29][C:30]1[CH:38]=[C:37]([O:39][CH3:40])[CH:36]=[CH:35][C:31]=1[C:32]([NH:1][C:2]1[CH:16]=[CH:15][CH:14]=[CH:13][C:3]=1[C:4]([NH:6][CH2:7][CH2:8][CH2:9][C:10]([OH:12])=[O:11])=[O:5])=[O:33]. The catalyst class is: 2.